The task is: Predict the reaction yield, written as a fraction of the theoretical maximum amount of product (1.0 means a 100% yield; for example, 0.34 means a 34% yield).. This data is from Reaction yield outcomes from USPTO patents with 853,638 reactions. (1) The yield is 0.950. The product is [NH2:26][C@:6]([CH3:25])([CH2:7][CH2:8][C:9]1[O:10][C:11]([CH2:14][CH2:15][CH2:16][CH2:17][CH2:18][C:19]2[CH:20]=[CH:21][CH:22]=[CH:23][CH:24]=2)=[CH:12][CH:13]=1)[CH2:5][OH:4]. The reactants are C([O:4][CH2:5][C@@:6]([NH:26]C(=O)C)([CH3:25])[CH2:7][CH2:8][C:9]1[O:10][C:11]([CH2:14][CH2:15][CH2:16][CH2:17][CH2:18][C:19]2[CH:24]=[CH:23][CH:22]=[CH:21][CH:20]=2)=[CH:12][CH:13]=1)(=O)C.O1CCCC1.CO.O.[OH-].[Li+]. The catalyst is O. (2) The reactants are C([N:9]1[CH2:22][CH2:21][C:20]2[C:19]3[C:14](=[CH:15][CH:16]=[C:17]4[O:26][CH2:25][CH:24]=[CH:23][C:18]4=3)[NH:13][C:12]=2[CH2:11][CH2:10]1)(=O)C1C=CC=CC=1.C(OCC#C)C#C. The catalyst is BrC1C=CC=CC=1. The product is [CH:23]1[CH:24]=[CH:25][O:26][C:17]2[C:18]=1[C:19]1[C:14](=[CH:15][CH:16]=2)[NH:13][C:12]2=[CH:11][CH:10]=[N:9][CH:22]=[CH:21][C:20]=12. The yield is 0.990. (3) The catalyst is C(Cl)Cl.O. The yield is 0.980. The reactants are [CH2:1]([C:3]1[CH:4]=[N:5][C:6]([N:9]2[CH2:14][CH2:13][CH:12]([OH:15])[CH2:11][CH2:10]2)=[N:7][CH:8]=1)[CH3:2].CCN(CC)CC.[CH3:23][S:24](Cl)(=[O:26])=[O:25]. The product is [CH3:23][S:24]([O:15][CH:12]1[CH2:11][CH2:10][N:9]([C:6]2[N:7]=[CH:8][C:3]([CH2:1][CH3:2])=[CH:4][N:5]=2)[CH2:14][CH2:13]1)(=[O:26])=[O:25]. (4) The reactants are [F:1][C:2]1[CH:9]=[CH:8][C:7]([F:10])=[CH:6][C:3]=1[CH:4]=O.[CH:11]([NH2:13])=[O:12].Cl[Si](C)(C)C.[C:19]1([CH3:28])[CH:24]=[CH:23][C:22]([S:25]([OH:27])=[O:26])=[CH:21][CH:20]=1. The catalyst is O.C(OC)(C)(C)C.C(#N)C.C1(C)C=CC=CC=1. The product is [F:1][C:2]1[CH:9]=[CH:8][C:7]([F:10])=[CH:6][C:3]=1[CH:4]([S:25]([C:22]1[CH:23]=[CH:24][C:19]([CH3:28])=[CH:20][CH:21]=1)(=[O:27])=[O:26])[NH:13][CH:11]=[O:12]. The yield is 0.790. (5) The reactants are [Br:1][C:2]1[CH:3]=[C:4]([CH2:8][C:9]#[N:10])[CH:5]=[N:6][CH:7]=1.[H-].[Na+].[CH3:13]I. The catalyst is CN(C=O)C. The product is [Br:1][C:2]1[CH:3]=[C:4]([CH:8]([CH3:13])[C:9]#[N:10])[CH:5]=[N:6][CH:7]=1. The yield is 0.280. (6) The reactants are [F:1][C:2]1[CH:9]=[CH:8][C:7]([C:10]2[N:11]=[C:12]([CH:22]([CH3:24])[CH3:23])[NH:13][C:14]=2[C:15]2[CH:20]=[CH:19][CH:18]=[C:17]([CH3:21])[N:16]=2)=[CH:6][C:3]=1[C:4]#[N:5].[H-].C([Al+]C[CH:32]([CH3:34])C)C(C)C.[Cl-].[NH4+:36].O.N.C(C=O)=O. The catalyst is C(Cl)Cl.C1(C)C=CC=CC=1. The product is [F:1][C:2]1[CH:9]=[CH:8][C:7]([C:10]2[N:11]=[C:12]([CH:22]([CH3:24])[CH3:23])[NH:13][C:14]=2[C:15]2[CH:20]=[CH:19][CH:18]=[C:17]([CH3:21])[N:16]=2)=[CH:6][C:3]=1[C:4]1[NH:36][CH:32]=[CH:34][N:5]=1. The yield is 0.500. (7) The reactants are [NH2:1][C:2]1[CH:3]=[C:4]2[C:9](=[CH:10][CH:11]=1)[N:8]=[CH:7][C:6]([C:12]#[N:13])=[C:5]2[NH:14][C:15]1[CH:20]=[CH:19][C:18]([F:21])=[C:17]([Cl:22])[CH:16]=1.[C:23]1([S:29]([C:32]2[S:33][C:34]([CH:37]=O)=[CH:35][N:36]=2)(=[O:31])=[O:30])[CH:28]=[CH:27][CH:26]=[CH:25][CH:24]=1.[BH3-]C#N.[Na+]. The catalyst is CCO. The product is [Cl:22][C:17]1[CH:16]=[C:15]([NH:14][C:5]2[C:4]3[C:9](=[CH:10][CH:11]=[C:2]([NH:1][CH2:37][C:34]4[S:33][C:32]([S:29]([C:23]5[CH:24]=[CH:25][CH:26]=[CH:27][CH:28]=5)(=[O:31])=[O:30])=[N:36][CH:35]=4)[CH:3]=3)[N:8]=[CH:7][C:6]=2[C:12]#[N:13])[CH:20]=[CH:19][C:18]=1[F:21]. The yield is 0.0800. (8) The reactants are [CH3:1][C:2]1[N:3]([CH:14]2[CH2:19][CH2:18][O:17][CH2:16][CH2:15]2)[C:4]([C:7]2[CH:12]=[CH:11][N:10]=[C:9]([NH2:13])[N:8]=2)=[CH:5][N:6]=1.Br[C:21]1[CH:22]=[C:23]([S:27]([N:30]2[CH2:35][CH2:34][N:33]([CH3:36])[CH2:32][CH2:31]2)(=[O:29])=[O:28])[CH:24]=[CH:25][CH:26]=1.C([O-])([O-])=O.[Cs+].[Cs+].CC(C1C=C(C(C)C)C(C2C=CC=CC=2P(C2CCCCC2)C2CCCCC2)=C(C(C)C)C=1)C. The catalyst is C1C=CC(/C=C/C(/C=C/C2C=CC=CC=2)=O)=CC=1.C1C=CC(/C=C/C(/C=C/C2C=CC=CC=2)=O)=CC=1.C1C=CC(/C=C/C(/C=C/C2C=CC=CC=2)=O)=CC=1.[Pd].[Pd]. The product is [CH3:36][N:33]1[CH2:34][CH2:35][N:30]([S:27]([C:23]2[CH:24]=[C:25]([NH:13][C:9]3[N:8]=[C:7]([C:4]4[N:3]([CH:14]5[CH2:19][CH2:18][O:17][CH2:16][CH2:15]5)[C:2]([CH3:1])=[N:6][CH:5]=4)[CH:12]=[CH:11][N:10]=3)[CH:26]=[CH:21][CH:22]=2)(=[O:29])=[O:28])[CH2:31][CH2:32]1. The yield is 0.570. (9) The reactants are [CH3:1][O:2][C:3]1[CH:4]=[CH:5][CH:6]=[C:7]2[C:12]=1[N:11]([CH3:13])[C:10](=[O:14])[CH2:9][CH2:8]2.[CH3:15][O:16]C(Cl)Cl. The catalyst is ClCCl.[Ti](Cl)(Cl)(Cl)Cl. The product is [CH3:1][O:2][C:3]1[C:12]2[N:11]([CH3:13])[C:10](=[O:14])[CH2:9][CH2:8][C:7]=2[C:6]([CH:15]=[O:16])=[CH:5][CH:4]=1. The yield is 0.800. (10) The reactants are [CH3:1][N:2]([CH3:19])[CH2:3][CH2:4][N:5]1[CH2:11][CH2:10][CH2:9][C:8]2[NH:12][C:13]([CH:16]=O)=[C:14]([CH3:15])[C:7]=2[C:6]1=[O:18].[F:20][C:21]1[CH:22]=[C:23]2[C:27](=[CH:28][C:29]=1[NH:30][CH2:31][C:32]1[CH:37]=[CH:36][C:35]([F:38])=[CH:34][CH:33]=1)[NH:26][C:25](=[O:39])[CH2:24]2. No catalyst specified. The product is [CH3:1][N:2]([CH3:19])[CH2:3][CH2:4][N:5]1[CH2:11][CH2:10][CH2:9][C:8]2[NH:12][C:13](/[CH:16]=[C:24]3\[C:25](=[O:39])[NH:26][C:27]4[C:23]\3=[CH:22][C:21]([F:20])=[C:29]([NH:30][CH2:31][C:32]3[CH:37]=[CH:36][C:35]([F:38])=[CH:34][CH:33]=3)[CH:28]=4)=[C:14]([CH3:15])[C:7]=2[C:6]1=[O:18]. The yield is 0.437.